This data is from Peptide-MHC class I binding affinity with 185,985 pairs from IEDB/IMGT. The task is: Regression. Given a peptide amino acid sequence and an MHC pseudo amino acid sequence, predict their binding affinity value. This is MHC class I binding data. The peptide sequence is IAWSSSSCH. The MHC is HLA-A31:01 with pseudo-sequence HLA-A31:01. The binding affinity (normalized) is 0.139.